This data is from Peptide-MHC class I binding affinity with 185,985 pairs from IEDB/IMGT. The task is: Regression. Given a peptide amino acid sequence and an MHC pseudo amino acid sequence, predict their binding affinity value. This is MHC class I binding data. (1) The peptide sequence is VFAQVKQMYK. The MHC is HLA-A68:01 with pseudo-sequence HLA-A68:01. The binding affinity (normalized) is 0.521. (2) The peptide sequence is YVPPIIENRL. The MHC is Mamu-A01 with pseudo-sequence Mamu-A01. The binding affinity (normalized) is 0.535. (3) The peptide sequence is AQSDFMSWV. The MHC is HLA-A26:01 with pseudo-sequence HLA-A26:01. The binding affinity (normalized) is 0.0847. (4) The peptide sequence is RAWDPQPAM. The MHC is HLA-A69:01 with pseudo-sequence HLA-A69:01. The binding affinity (normalized) is 0.0847. (5) The binding affinity (normalized) is 0.0847. The MHC is HLA-B08:02 with pseudo-sequence HLA-B08:02. The peptide sequence is RVYKNYDPR. (6) The peptide sequence is ETIVLLRAF. The MHC is HLA-A26:01 with pseudo-sequence HLA-A26:01. The binding affinity (normalized) is 0.692. (7) The peptide sequence is AFFSDLVKF. The MHC is HLA-B15:01 with pseudo-sequence HLA-B15:01. The binding affinity (normalized) is 0.213. (8) The peptide sequence is TCDWTNAGDY. The MHC is HLA-A30:02 with pseudo-sequence HLA-A30:02. The binding affinity (normalized) is 0.398. (9) The peptide sequence is FLGKIWPSHK. The MHC is HLA-B15:01 with pseudo-sequence HLA-B15:01. The binding affinity (normalized) is 0. (10) The peptide sequence is ATPQDLNTM. The MHC is HLA-B40:01 with pseudo-sequence HLA-B40:01. The binding affinity (normalized) is 0.0847.